Dataset: Catalyst prediction with 721,799 reactions and 888 catalyst types from USPTO. Task: Predict which catalyst facilitates the given reaction. (1) Reactant: [Cl:1][C:2]1[N:10]=[CH:9][CH:8]=[CH:7][C:3]=1[C:4](O)=[O:5].C(N(CC)CC)C.C(OC(Cl)=O)C.[N-:24]=[N+:25]=[N-:26].[Na+]. Product: [N:24]([C:4]([C:3]1[C:2]([Cl:1])=[N:10][CH:9]=[CH:8][CH:7]=1)=[O:5])=[N+:25]=[N-:26]. The catalyst class is: 95. (2) Reactant: Cl[C:2]1[N:3]=[N:4][CH:5]=[C:6]([O:8][CH3:9])[CH:7]=1.CC1(C)C(C)(C)OB([C:18]2[CH:23]=[CH:22][N:21]=[C:20]([C:24]([O:26][CH3:27])=[O:25])[CH:19]=2)O1.C([O-])([O-])=O.[K+].[K+]. Product: [CH3:9][O:8][C:6]1[CH:7]=[C:2]([C:18]2[CH:23]=[CH:22][N:21]=[C:20]([C:24]([O:26][CH3:27])=[O:25])[CH:19]=2)[N:3]=[N:4][CH:5]=1. The catalyst class is: 128. (3) Reactant: [H-].[Na+].Cl[C:4]1[N:9]=[C:8]([C:10]([NH:12][OH:13])=[NH:11])[CH:7]=[C:6]([CH3:14])[N:5]=1.[CH3:15][OH:16]. Product: [OH:13][NH:12][C:10]([C:8]1[CH:7]=[C:6]([CH3:14])[N:5]=[C:4]([O:16][CH3:15])[N:9]=1)=[NH:11]. The catalyst class is: 6. (4) Reactant: [C:1]([O:5][C@@H:6]([C:12]1[C:13]([CH3:36])=[N:14][C:15]2[N:16]([N:19]=[C:20]([C:22](=[O:35])[NH:23][CH2:24][C:25](=[O:34])[CH2:26][C:27]3[CH:32]=[CH:31][C:30]([F:33])=[CH:29][CH:28]=3)[CH:21]=2)[C:17]=1I)[C:7]([O:9][CH2:10][CH3:11])=[O:8])([CH3:4])([CH3:3])[CH3:2].[CH3:37][O:38][C:39]1([CH3:45])[CH2:44][CH2:43][NH:42][CH2:41][CH2:40]1.Cl.CCN(C(C)C)C(C)C. Product: [C:1]([O:5][C@@H:6]([C:12]1[C:13]([CH3:36])=[N:14][C:15]2[N:16]([N:19]=[C:20]([C:22](=[O:35])[NH:23][CH2:24][C:25](=[O:34])[CH2:26][C:27]3[CH:32]=[CH:31][C:30]([F:33])=[CH:29][CH:28]=3)[CH:21]=2)[C:17]=1[N:42]1[CH2:43][CH2:44][C:39]([O:38][CH3:37])([CH3:45])[CH2:40][CH2:41]1)[C:7]([O:9][CH2:10][CH3:11])=[O:8])([CH3:4])([CH3:3])[CH3:2]. The catalyst class is: 179. (5) Reactant: C(Cl)Cl.C(Cl)(=O)C(Cl)=O.CS(C)=O.[Br:14][C:15]1[C:24]2[C:19](=[CH:20][CH:21]=[CH:22][CH:23]=2)[CH:18]=[C:17]([CH2:25][OH:26])[CH:16]=1.C(N(CC)CC)C.[Cl-].[NH4+]. Product: [Br:14][C:15]1[C:24]2[C:19](=[CH:20][CH:21]=[CH:22][CH:23]=2)[CH:18]=[C:17]([CH:25]=[O:26])[CH:16]=1. The catalyst class is: 2.